This data is from Full USPTO retrosynthesis dataset with 1.9M reactions from patents (1976-2016). The task is: Predict the reactants needed to synthesize the given product. (1) Given the product [CH:10]1([C@@H:13]2[O:21][CH2:20][C@:16]3([C:26]4[CH:25]=[CH:24][C:23]([F:22])=[CH:28][C:27]=4[F:29])[NH:17][O:18][CH2:19][C@@H:15]3[CH2:14]2)[CH2:12][CH2:11]1, predict the reactants needed to synthesize it. The reactants are: B(F)(F)F.CCOCC.[CH:10]1([C@@H:13]2[O:21][CH2:20][C:16]3=[N:17][O:18][CH2:19][C@@H:15]3[CH2:14]2)[CH2:12][CH2:11]1.[F:22][C:23]1[CH:28]=[C:27]([F:29])[CH:26]=[CH:25][C:24]=1I.C([Li])CCC. (2) Given the product [O:40]=[S:21]1(=[O:20])[CH2:26][CH2:25][N:24]2[CH:27]3[CH2:32][CH2:31][C:30]([C:33]4[CH:38]=[CH:37][C:36]([O:39][C:8]5[CH:15]=[CH:14][C:11]([C:12]#[N:13])=[C:10]([C:16]([F:19])([F:18])[F:17])[CH:9]=5)=[CH:35][CH:34]=4)([C:23]2=[N:22]1)[CH2:29][CH2:28]3, predict the reactants needed to synthesize it. The reactants are: C(=O)([O-])[O-].[K+].[K+].F[C:8]1[CH:15]=[CH:14][C:11]([C:12]#[N:13])=[C:10]([C:16]([F:19])([F:18])[F:17])[CH:9]=1.[O:20]=[S:21]1(=[O:40])[CH2:26][CH2:25][N:24]2[CH:27]3[CH2:32][CH2:31][C:30]([C:33]4[CH:38]=[CH:37][C:36]([OH:39])=[CH:35][CH:34]=4)([C:23]2=[N:22]1)[CH2:29][CH2:28]3.CS(C)=O. (3) Given the product [OH:8][C:9]1[CH:10]=[CH:11][C:12]([C@@H:15]2[C:20]3=[N:21][S:22](=[O:26])(=[O:25])[CH2:23][CH2:24][N:19]3[CH2:18][CH2:17][CH2:16]2)=[CH:13][CH:14]=1, predict the reactants needed to synthesize it. The reactants are: [Si]([O:8][C:9]1[CH:14]=[CH:13][C:12]([C@@H:15]2[C:20]3=[N:21][S:22](=[O:26])(=[O:25])[CH2:23][CH2:24][N:19]3[CH2:18][CH2:17][CH2:16]2)=[CH:11][CH:10]=1)(C(C)(C)C)(C)C.Cl. (4) Given the product [F:33][C:27]1[CH:28]=[CH:29][CH:30]=[C:31]([F:32])[C:26]=1[NH:25][C:23](=[O:24])[C:22]1[CH:34]=[C:18]([C:9]2[N:10]=[C:11]3[CH:16]=[C:15]([F:17])[CH:14]=[CH:13][N:12]3[C:8]=2[C:6]2[CH:5]=[CH:4][N:3]=[C:2]([NH:56][C:55]3[CH:57]=[CH:58][C:52]([N:49]4[CH2:48][CH2:47][CH:46]([N:43]5[CH2:42][CH2:41][N:40]([CH2:39][CH2:38][F:37])[CH2:45][CH2:44]5)[CH2:51][CH2:50]4)=[CH:53][C:54]=3[O:59][CH3:60])[N:7]=2)[CH:19]=[CH:20][C:21]=1[O:35][CH3:36], predict the reactants needed to synthesize it. The reactants are: Cl[C:2]1[N:7]=[C:6]([C:8]2[N:12]3[CH:13]=[CH:14][C:15]([F:17])=[CH:16][C:11]3=[N:10][C:9]=2[C:18]2[CH:19]=[CH:20][C:21]([O:35][CH3:36])=[C:22]([CH:34]=2)[C:23]([NH:25][C:26]2[C:31]([F:32])=[CH:30][CH:29]=[CH:28][C:27]=2[F:33])=[O:24])[CH:5]=[CH:4][N:3]=1.[F:37][CH2:38][CH2:39][N:40]1[CH2:45][CH2:44][N:43]([CH:46]2[CH2:51][CH2:50][N:49]([C:52]3[CH:58]=[CH:57][C:55]([NH2:56])=[C:54]([O:59][CH3:60])[CH:53]=3)[CH2:48][CH2:47]2)[CH2:42][CH2:41]1.Cl.O1CCOCC1.C[O-].[Na+]. (5) Given the product [OH:1][C:9]1[CH:10]=[C:11]([C:15](=[C:26]2[CH:27]3[CH2:35][CH:31]4[CH2:30][CH:29]([CH2:34][CH:33]2[CH2:32]4)[CH2:28]3)[O:16][CH2:17][CH2:18][O:19][C:20]2[CH:25]=[CH:24][CH:23]=[CH:22][CH:21]=2)[CH:12]=[CH:13][CH:14]=1, predict the reactants needed to synthesize it. The reactants are: [O:1]([C:9]1[CH:10]=[C:11]([C:15](=[C:26]2[CH:33]3[CH2:34][CH:29]4[CH2:30][CH:31]([CH2:35][CH:27]2[CH2:28]4)[CH2:32]3)[O:16][CH2:17][CH2:18][O:19][C:20]2[CH:25]=[CH:24][CH:23]=[CH:22][CH:21]=2)[CH:12]=[CH:13][CH:14]=1)[Si](C(C)(C)C)(C)C.[F-].C([N+](CCCC)(CCCC)CCCC)CCC. (6) Given the product [F:8][C:7]1[CH:6]=[CH:5][C:4]([C:9]2[N:13]3[CH:14]=[CH:15][C:16]([C:19]([OH:22])([CH3:21])[CH3:20])=[C:17]([F:18])[C:12]3=[N:11][CH:10]=2)=[CH:3][C:2]=1[C:25]1[CH:26]=[CH:27][C:28]([O:30][CH3:31])=[CH:29][C:24]=1[F:23], predict the reactants needed to synthesize it. The reactants are: Cl[C:2]1[CH:3]=[C:4]([C:9]2[N:13]3[CH:14]=[CH:15][C:16]([C:19]([OH:22])([CH3:21])[CH3:20])=[C:17]([F:18])[C:12]3=[N:11][CH:10]=2)[CH:5]=[CH:6][C:7]=1[F:8].[F:23][C:24]1[CH:29]=[C:28]([O:30][CH3:31])[CH:27]=[CH:26][C:25]=1B1OC(C)(C)C(C)(C)O1.